This data is from TCR-epitope binding with 47,182 pairs between 192 epitopes and 23,139 TCRs. The task is: Binary Classification. Given a T-cell receptor sequence (or CDR3 region) and an epitope sequence, predict whether binding occurs between them. (1) The epitope is ILGLPTQTV. Result: 0 (the TCR does not bind to the epitope). The TCR CDR3 sequence is CASSRGINYEQYF. (2) The epitope is CLGGLLTMV. The TCR CDR3 sequence is CASSFVLAGVGEQYF. Result: 0 (the TCR does not bind to the epitope). (3) The epitope is TPINLVRDL. The TCR CDR3 sequence is CASSHLNSGNTDTQYF. Result: 1 (the TCR binds to the epitope).